Dataset: Microsomal clearance measurements from AstraZeneca. Task: Regression/Classification. Given a drug SMILES string, predict its absorption, distribution, metabolism, or excretion properties. Task type varies by dataset: regression for continuous measurements (e.g., permeability, clearance, half-life) or binary classification for categorical outcomes (e.g., BBB penetration, CYP inhibition). For this dataset (clearance_microsome_az), we predict log10(clearance) (log10 of the in vitro intrinsic clearance, CLint, in uL/min per mg of human liver microsomal protein, equivalently mL/min/g; values are censored to the assay range of 3 to 150, which is 0.477 to 2.18 on this log10 scale). (1) The molecule is O=C(O)c1ccccc1CN1CCC(CN2CCC(Oc3ccc(Cl)c(Cl)c3)CC2)CC1. The log10(clearance) is 0.480. (2) The compound is CS(=O)(=O)C1(c2cc(N3CC4CCC(C3)O4)nc(-c3cccc4[nH]ccc34)n2)CC1. The log10(clearance) is 0.950. (3) The molecule is CCS(=O)(=O)c1ccc(-c2cc(Cl)ccc2OCC(=O)O)c(Cl)c1. The log10(clearance) is 0.480. (4) The drug is Fc1cc(-c2cccc3ncc(-c4cnn(C5CCNCC5)c4)nc23)cc(F)c1CN1CCOCC1. The log10(clearance) is 0.480. (5) The compound is C[N+]1(C)[C@H]2C[C@H](OC(=O)C(O)(c3cccs3)c3cccs3)C[C@@H]1[C@H]1O[C@@H]21. The log10(clearance) is 0.480. (6) The log10(clearance) is 1.91. The molecule is Cc1cc(CCC[N+]23CCC(CC2)[C@@H](OC(=O)[C@](C)(c2ccccc2)N2CCCCC2)C3)ccn1.